Dataset: Full USPTO retrosynthesis dataset with 1.9M reactions from patents (1976-2016). Task: Predict the reactants needed to synthesize the given product. (1) The reactants are: Br[C:2]1[CH:3]=[C:4]([C:9]([O:11][CH3:12])=[O:10])[CH:5]=[N:6][C:7]=1[Cl:8].[C:13](=O)([O-])[O-].[K+].[K+].CB1OB(C)OB(C)O1. Given the product [Cl:8][C:7]1[N:6]=[CH:5][C:4]([C:9]([O:11][CH3:12])=[O:10])=[CH:3][C:2]=1[CH3:13], predict the reactants needed to synthesize it. (2) Given the product [CH3:21][S:20][C:18]1[CH:19]=[C:14]([O:10][C:7]2[CH:8]=[CH:9][C:4]([N+:1]([O-:3])=[O:2])=[CH:5][CH:6]=2)[N:15]=[CH:16][N:17]=1, predict the reactants needed to synthesize it. The reactants are: [N+:1]([C:4]1[CH:9]=[CH:8][C:7]([OH:10])=[CH:6][CH:5]=1)([O-:3])=[O:2].[H-].[Na+].Cl[C:14]1[CH:19]=[C:18]([S:20][CH3:21])[N:17]=[CH:16][N:15]=1. (3) Given the product [C:1]([O:5][C:6](=[O:20])[C:7]([S:10][C:11]1[S:12][CH:13]=[C:14]([CH2:16][C:17]([O:19][CH2:34][CH:32]2[C:33]3[CH:21]=[CH:22][CH:23]=[CH:24][C:25]=3[C:26]3[C:31]2=[CH:30][CH:29]=[CH:28][CH:27]=3)=[O:18])[N:15]=1)([CH3:9])[CH3:8])([CH3:2])([CH3:3])[CH3:4], predict the reactants needed to synthesize it. The reactants are: [C:1]([O:5][C:6](=[O:20])[C:7]([S:10][C:11]1[S:12][CH:13]=[C:14]([CH2:16][C:17]([OH:19])=[O:18])[N:15]=1)([CH3:9])[CH3:8])([CH3:4])([CH3:3])[CH3:2].[CH:21]1[C:33]2[CH:32]([CH2:34]O)[C:31]3[C:26](=[CH:27][CH:28]=[CH:29][CH:30]=3)[C:25]=2[CH:24]=[CH:23][CH:22]=1.C(N=C=NC(C)C)(C)C. (4) The reactants are: [NH2:1][CH:2]([C:4]1[CH:5]=[C:6]([S:10]([NH:13]C(C)(C)C)(=[O:12])=[O:11])[CH:7]=[CH:8][CH:9]=1)[CH3:3].FC(F)(F)C(O)=O. Given the product [NH2:1][CH:2]([C:4]1[CH:5]=[C:6]([S:10]([NH2:13])(=[O:11])=[O:12])[CH:7]=[CH:8][CH:9]=1)[CH3:3], predict the reactants needed to synthesize it. (5) Given the product [Br:30][C:26]1[CH:25]=[C:24]([C:16]2[CH:15]=[C:14]([N:12]3[C:13]4[CH:1]=[CH:2][CH:3]=[CH:4][C:5]=4[C:6]4[C:11]3=[CH:10][CH:9]=[CH:8][CH:7]=4)[CH:19]=[CH:18][CH:17]=2)[CH:29]=[CH:28][CH:27]=1, predict the reactants needed to synthesize it. The reactants are: [CH:1]1[C:13]2[N:12]([C:14]3[CH:15]=[C:16](B(O)O)[CH:17]=[CH:18][CH:19]=3)[C:11]3[C:6](=[CH:7][CH:8]=[CH:9][CH:10]=3)[C:5]=2[CH:4]=[CH:3][CH:2]=1.I[C:24]1[CH:25]=[C:26]([Br:30])[CH:27]=[CH:28][CH:29]=1.C1(C)C=CC=CC=1P(C1C=CC=CC=1C)C1C=CC=CC=1C.C(=O)([O-])[O-].[K+].[K+]. (6) Given the product [CH2:65]([O:64][C:21]1[C:22]([O:45][CH2:46][CH2:47][CH2:48][CH2:49][CH2:50][CH2:51][CH2:52][CH2:53][CH2:54][CH2:55][CH2:56][CH2:57][CH2:58][CH2:59][CH2:60][CH2:61][CH2:62][CH3:63])=[C:23]([O:26][CH2:27][CH2:28][CH2:29][CH2:30][CH2:31][CH2:32][CH2:33][CH2:34][CH2:35][CH2:36][CH2:37][CH2:38][CH2:39][CH2:40][CH2:41][CH2:42][CH2:43][CH3:44])[CH:24]=[CH:25][C:20]=1[CH:19]([NH2:18])[C:83]1[CH:88]=[CH:87][CH:86]=[CH:85][CH:84]=1)[CH2:66][CH2:67][CH2:68][CH2:69][CH2:70][CH2:71][CH2:72][CH2:73][CH2:74][CH2:75][CH2:76][CH2:77][CH2:78][CH2:79][CH2:80][CH2:81][CH3:82], predict the reactants needed to synthesize it. The reactants are: C1C2C(COC([NH:18][CH:19]([C:83]3[CH:88]=[CH:87][CH:86]=[CH:85][CH:84]=3)[C:20]3[CH:25]=[CH:24][C:23]([O:26][CH2:27][CH2:28][CH2:29][CH2:30][CH2:31][CH2:32][CH2:33][CH2:34][CH2:35][CH2:36][CH2:37][CH2:38][CH2:39][CH2:40][CH2:41][CH2:42][CH2:43][CH3:44])=[C:22]([O:45][CH2:46][CH2:47][CH2:48][CH2:49][CH2:50][CH2:51][CH2:52][CH2:53][CH2:54][CH2:55][CH2:56][CH2:57][CH2:58][CH2:59][CH2:60][CH2:61][CH2:62][CH3:63])[C:21]=3[O:64][CH2:65][CH2:66][CH2:67][CH2:68][CH2:69][CH2:70][CH2:71][CH2:72][CH2:73][CH2:74][CH2:75][CH2:76][CH2:77][CH2:78][CH2:79][CH2:80][CH2:81][CH3:82])=O)C3C(=CC=CC=3)C=2C=CC=1.N1CCCCC1. (7) Given the product [F:36][C:32]1([F:35])[CH2:33][CH2:34][N:29]([S:26]([C:23]2[CH:22]=[CH:21][C:20]([B:10]3[O:11][C:12]([CH3:17])([CH3:18])[C:13]([CH3:15])([CH3:16])[O:14]3)=[CH:25][CH:24]=2)(=[O:28])=[O:27])[CH2:30][CH2:31]1, predict the reactants needed to synthesize it. The reactants are: [B:10]1([B:10]2[O:14][C:13]([CH3:16])([CH3:15])[C:12]([CH3:18])([CH3:17])[O:11]2)[O:14][C:13]([CH3:16])([CH3:15])[C:12]([CH3:18])([CH3:17])[O:11]1.Br[C:20]1[CH:25]=[CH:24][C:23]([S:26]([N:29]2[CH2:34][CH2:33][C:32]([F:36])([F:35])[CH2:31][CH2:30]2)(=[O:28])=[O:27])=[CH:22][CH:21]=1.C([O-])(=O)C.[K+]. (8) Given the product [Cl:1][C:2]1[CH:3]=[C:4]([CH:8]2[C:17]3[C:12](=[CH:13][CH:14]=[C:15]([O:18][CH3:19])[CH:16]=3)[C:11](=[O:20])[CH2:10][CH2:9]2)[CH:5]=[CH:6][CH:7]=1, predict the reactants needed to synthesize it. The reactants are: [Cl:1][C:2]1[CH:3]=[C:4]([CH:8]2[C:17]3[C:12](=[CH:13][CH:14]=[C:15]([O:18][CH3:19])[CH:16]=3)[CH2:11][CH2:10][CH2:9]2)[CH:5]=[CH:6][CH:7]=1.[OH2:20].